Dataset: Forward reaction prediction with 1.9M reactions from USPTO patents (1976-2016). Task: Predict the product of the given reaction. (1) Given the reactants [NH2:1][C:2]1[CH:3]=[CH:4][C:5]([NH:24][C:25]([O:27][C:28]([CH3:31])([CH3:30])[CH3:29])=[O:26])=[C:6]([CH2:8][CH2:9][C:10]2[CH:11]=[C:12]([NH:16][C:17](=[O:23])[O:18][C:19]([CH3:22])([CH3:21])[CH3:20])[CH:13]=[N:14][CH:15]=2)[CH:7]=1.[Cl:32][C:33]1[N:38]=[C:37](Cl)[C:36]([F:40])=[CH:35][N:34]=1.C(=O)([O-])[O-].[K+].[K+], predict the reaction product. The product is: [C:28]([O:27][C:25]([NH:24][C:5]1[CH:4]=[CH:3][C:2]([NH:1][C:35]2[C:36]([F:40])=[CH:37][N:38]=[C:33]([Cl:32])[N:34]=2)=[CH:7][C:6]=1[CH2:8][CH2:9][C:10]1[CH:11]=[C:12]([NH:16][C:17](=[O:23])[O:18][C:19]([CH3:22])([CH3:21])[CH3:20])[CH:13]=[N:14][CH:15]=1)=[O:26])([CH3:31])([CH3:30])[CH3:29]. (2) Given the reactants [NH2:1][C:2]1[N:3]=[CH:4][C:5]([C:17]2[O:21][C:20]([C:22]([N:24]3[CH2:29][CH2:28][N:27](C(OC(C)(C)C)=O)[CH2:26][CH2:25]3)=[O:23])=[CH:19][CH:18]=2)=[N:6][C:7]=1[C:8]([NH:10][C:11]1[CH:12]=[N:13][CH:14]=[CH:15][CH:16]=1)=[O:9].[ClH:37], predict the reaction product. The product is: [ClH:37].[NH2:1][C:2]1[C:7]([C:8]([NH:10][C:11]2[CH:12]=[N:13][CH:14]=[CH:15][CH:16]=2)=[O:9])=[N:6][C:5]([C:17]2[O:21][C:20]([C:22]([N:24]3[CH2:25][CH2:26][NH:27][CH2:28][CH2:29]3)=[O:23])=[CH:19][CH:18]=2)=[CH:4][N:3]=1. (3) The product is: [C:49]([CH2:51][C:13]([N:9]1[CH2:10][C@@H:11]([F:12])[C@@H:6]([O:5][C:4]2[CH:22]=[CH:23][C:24]([C:26]3[N:31]=[C:30]([NH:32][C:33]4[CH:34]=[CH:35][C:36]([N:39]5[CH2:40][CH2:41][N:42]([CH:45]6[CH2:48][O:47][CH2:46]6)[CH2:43][CH2:44]5)=[CH:37][CH:38]=4)[N:29]=[CH:28][N:27]=3)=[CH:25][C:3]=2[C:1]#[N:2])[C:7]([CH3:21])([CH3:20])[CH2:8]1)=[O:14])#[N:50]. Given the reactants [C:1]([C:3]1[CH:25]=[C:24]([C:26]2[N:31]=[C:30]([NH:32][C:33]3[CH:38]=[CH:37][C:36]([N:39]4[CH2:44][CH2:43][N:42]([CH:45]5[CH2:48][O:47][CH2:46]5)[CH2:41][CH2:40]4)=[CH:35][CH:34]=3)[N:29]=[CH:28][N:27]=2)[CH:23]=[CH:22][C:4]=1[O:5][C@@H:6]1[C@H:11]([F:12])[CH2:10][N:9]([C:13](OC(C)(C)C)=[O:14])[CH2:8][C:7]1([CH3:21])[CH3:20])#[N:2].[C:49]([CH2:51]C(O)=O)#[N:50], predict the reaction product. (4) The product is: [ClH:16].[NH:4]1[CH2:5][CH2:6][CH2:7][CH2:8][C@H:3]1[CH2:2][OH:1]. Given the reactants [OH:1][CH2:2][C@@H:3]1[CH2:8][CH2:7][CH2:6][CH2:5][N:4]1C(OC(C)(C)C)=O.[ClH:16], predict the reaction product.